This data is from NCI-60 drug combinations with 297,098 pairs across 59 cell lines. The task is: Regression. Given two drug SMILES strings and cell line genomic features, predict the synergy score measuring deviation from expected non-interaction effect. Drug 1: CCN(CC)CCNC(=O)C1=C(NC(=C1C)C=C2C3=C(C=CC(=C3)F)NC2=O)C. Drug 2: CCCCC(=O)OCC(=O)C1(CC(C2=C(C1)C(=C3C(=C2O)C(=O)C4=C(C3=O)C=CC=C4OC)O)OC5CC(C(C(O5)C)O)NC(=O)C(F)(F)F)O. Cell line: OVCAR-4. Synergy scores: CSS=25.4, Synergy_ZIP=6.80, Synergy_Bliss=8.25, Synergy_Loewe=5.56, Synergy_HSA=7.21.